This data is from Catalyst prediction with 721,799 reactions and 888 catalyst types from USPTO. The task is: Predict which catalyst facilitates the given reaction. (1) The catalyst class is: 3. Reactant: [NH:1]1[CH:5]=[CH:4][N:3]=[CH:2]1.C(=O)([O-])[O-].[Cs+].[Cs+].[N+]([C:15]1[CH:20]=[CH:19][N:18]=[C:17]([C:21]#[N:22])[C:16]=1[O:23][CH3:24])([O-])=O. Product: [N:1]1([C:15]2[CH:20]=[CH:19][N:18]=[C:17]([C:21]#[N:22])[C:16]=2[O:23][CH3:24])[CH:5]=[CH:4][N:3]=[CH:2]1. (2) Reactant: Cl.[Br:2][C:3]1[CH:9]=[CH:8][C:7]([F:10])=[CH:6][C:4]=1[NH2:5].Cl.[N:12]([O-])=O.[Na+].[Cl:16][Sn]Cl. The catalyst class is: 6. Product: [ClH:16].[Br:2][C:3]1[CH:9]=[CH:8][C:7]([F:10])=[CH:6][C:4]=1[NH:5][NH2:12]. (3) The catalyst class is: 7. Reactant: [CH2:1]([NH:5][C:6]1[N:16]=[CH:15][CH:14]=[CH:13][C:7]=1[C:8]([O:10]CC)=[O:9])[CH2:2][CH2:3][CH3:4].[OH-].[Na+]. Product: [CH2:1]([NH:5][C:6]1[N:16]=[CH:15][CH:14]=[CH:13][C:7]=1[C:8]([OH:10])=[O:9])[CH2:2][CH2:3][CH3:4]. (4) Reactant: C([Li])(C)(C)C.[C:6]([O:10][C:11]([N:13]1[CH:22]2[CH2:23][CH2:24][CH:14]1[C:15]1[CH:16]=[C:17]([NH:25][C:26]([O:28][C:29]([CH3:32])([CH3:31])[CH3:30])=[O:27])[CH:18]=[CH:19][C:20]=1[CH2:21]2)=[O:12])([CH3:9])([CH3:8])[CH3:7].B(OC)(OC)[O:34]C.OO.Cl. Product: [C:6]([O:10][C:11]([N:13]1[CH:22]2[CH2:23][CH2:24][CH:14]1[C:15]1[C:16]([OH:34])=[C:17]([NH:25][C:26]([O:28][C:29]([CH3:32])([CH3:31])[CH3:30])=[O:27])[CH:18]=[CH:19][C:20]=1[CH2:21]2)=[O:12])([CH3:9])([CH3:8])[CH3:7]. The catalyst class is: 36.